This data is from Catalyst prediction with 721,799 reactions and 888 catalyst types from USPTO. The task is: Predict which catalyst facilitates the given reaction. (1) The catalyst class is: 5. Product: [Cl:1][C:2]1[N:3]=[C:4]([C:9]([NH:11][C@H:12]2[CH2:17][CH2:16][N:15]([C:18]3[S:19][C:20]([C:23]([OH:25])=[O:24])=[CH:21][N:22]=3)[CH2:14][C@H:13]2[O:28][CH2:29][C:30]([F:33])([F:32])[CH3:31])=[O:10])[NH:5][C:6]=1[CH2:7][CH3:8]. Reactant: [Cl:1][C:2]1[N:3]=[C:4]([C:9]([NH:11][C@H:12]2[CH2:17][CH2:16][N:15]([C:18]3[S:19][C:20]([C:23]([O:25]CC)=[O:24])=[CH:21][N:22]=3)[CH2:14][C@H:13]2[O:28][CH2:29][C:30]([F:33])([F:32])[CH3:31])=[O:10])[NH:5][C:6]=1[CH2:7][CH3:8].[OH-].[Li+]. (2) Reactant: [NH:1]([C:62]([O:64][C:65]([CH3:68])([CH3:67])[CH3:66])=[O:63])[C@H:2]([C:20]([N:22]1[CH2:61][CH2:60][CH2:59][C@H:23]1[C:24]([NH:26][C@H:27]([C:29]([NH:31][C@H:32]([C:49]([O:51]CC1C=CC=CC=1)=[O:50])[CH2:33][CH2:34][CH2:35][CH2:36][NH:37][C:38]([O:40][CH2:41][C:42]1[CH:48]=[CH:47][CH:46]=[CH:45][C:43]=1[Cl:44])=[O:39])=[O:30])[CH3:28])=[O:25])=[O:21])[CH2:3][CH2:4][CH2:5][NH:6][C:7](=[NH:19])[NH:8][S:9]([C:12]1[CH:18]=[CH:17][C:15]([CH3:16])=[CH:14][CH:13]=1)(=[O:11])=[O:10].[OH-].[Na+].C(Cl)(Cl)Cl.CO. Product: [NH:1]([C:62]([O:64][C:65]([CH3:66])([CH3:68])[CH3:67])=[O:63])[C@H:2]([C:20]([N:22]1[CH2:61][CH2:60][CH2:59][C@H:23]1[C:24]([NH:26][C@H:27]([C:29]([NH:31][C@H:32]([C:49]([OH:51])=[O:50])[CH2:33][CH2:34][CH2:35][CH2:36][NH:37][C:38]([O:40][CH2:41][C:42]1[CH:48]=[CH:47][CH:46]=[CH:45][C:43]=1[Cl:44])=[O:39])=[O:30])[CH3:28])=[O:25])=[O:21])[CH2:3][CH2:4][CH2:5][NH:6][C:7](=[NH:19])[NH:8][S:9]([C:12]1[CH:13]=[CH:14][C:15]([CH3:16])=[CH:17][CH:18]=1)(=[O:11])=[O:10]. The catalyst class is: 5. (3) Reactant: I[C:2]1[CH:3]=[C:4]([C:20]([NH:22][CH2:23][C:24]2[CH:29]=[CH:28][C:27]([S:30]([CH3:33])(=[O:32])=[O:31])=[CH:26][CH:25]=2)=[O:21])[C:5](=[O:19])[N:6]([C:9]2[CH:14]=[CH:13][CH:12]=[C:11]([C:15]([F:18])([F:17])[F:16])[CH:10]=2)[C:7]=1[CH3:8].[CH3:34][C:35]1[CH:39]=[C:38]([Sn](CCCC)(CCCC)CCCC)[O:37][N:36]=1. Product: [CH3:8][C:7]1[N:6]([C:9]2[CH:14]=[CH:13][CH:12]=[C:11]([C:15]([F:17])([F:18])[F:16])[CH:10]=2)[C:5](=[O:19])[C:4]([C:20]([NH:22][CH2:23][C:24]2[CH:25]=[CH:26][C:27]([S:30]([CH3:33])(=[O:31])=[O:32])=[CH:28][CH:29]=2)=[O:21])=[CH:3][C:2]=1[C:38]1[O:37][N:36]=[C:35]([CH3:34])[CH:39]=1. The catalyst class is: 104. (4) Reactant: [NH:1]1[C:9]2[C:4](=[CH:5][CH:6]=[CH:7][CH:8]=2)[C:3](/[CH:10]=[CH:11]/[C:12]([OH:14])=[O:13])=[CH:2]1.[CH3:15][C:16]([O:19][C:20](O[C:20]([O:19][C:16]([CH3:18])([CH3:17])[CH3:15])=[O:21])=[O:21])([CH3:18])[CH3:17].CCN(CC)CC. The catalyst class is: 230. Product: [C:16]([O:19][C:20]([N:1]1[C:9]2[C:4](=[CH:5][CH:6]=[CH:7][CH:8]=2)[C:3](/[CH:10]=[CH:11]/[C:12]([OH:14])=[O:13])=[CH:2]1)=[O:21])([CH3:18])([CH3:17])[CH3:15]. (5) Reactant: CC([NH:4][C@@H:5]1[C:21]2[C:14](=[CH:15][CH:16]=[C:17]([O:22][CH3:23])[C:18]([CH:20]=2)=[O:19])[C:13]2[C:12]([O:24][CH3:25])=[C:11]([O:26][CH3:27])[C:10]([O:28][CH3:29])=[CH:9][C:8]=2[CH2:7][CH2:6]1)=O.C(N(CC)CC)C.CN(C1C=CC=CN=1)C.C(OC(OC(C)(C)C)=O)(OC(C)(C)C)=O. Product: [CH3:29][O:28][C:10]1[C:11]([O:26][CH3:27])=[C:12]([O:24][CH3:25])[C:13]2[C:14]3[C:21]([C@@H:5]([NH2:4])[CH2:6][CH2:7][C:8]=2[CH:9]=1)=[CH:20][C:18](=[O:19])[C:17]([O:22][CH3:23])=[CH:16][CH:15]=3. The catalyst class is: 10. (6) Reactant: [CH3:1][C:2]1([CH3:15])[CH:7]=[CH:6][N:5]([C:8]2[CH:13]=[CH:12][CH:11]=[CH:10][CH:9]=2)[C:4](=O)[CH2:3]1.[H-].[Al+3].[Li+].[H-].[H-].[H-].O.O.O.O.O.O.O.O.O.O.S([O-])([O-])(=O)=O.[Na+].[Na+].S([O-])([O-])(=O)=O.[Na+].[Na+].CC1(C)CCN(C2C=CC=CC=2)CC1. Product: [CH3:1][C:2]1([CH3:15])[CH:3]=[CH:4][N:5]([C:8]2[CH:13]=[CH:12][CH:11]=[CH:10][CH:9]=2)[CH2:6][CH2:7]1. The catalyst class is: 27. (7) Reactant: [CH2:1]([CH:8]1[CH2:12][O:11][C:10](=[O:13])[N:9]1[C:14](=[O:40])[CH2:15][C:16]1[CH:17]=[C:18]([C:30]2[CH:35]=[CH:34][C:33]([C:36]([F:39])([F:38])[F:37])=[CH:32][CH:31]=2)[CH:19]=[C:20]([O:22][CH2:23][C:24]2[CH:29]=[CH:28][CH:27]=[CH:26][CH:25]=2)[CH:21]=1)[C:2]1[CH:7]=[CH:6][CH:5]=[CH:4][CH:3]=1.C[Si](C)(C)[N-][Si](C)(C)C.[Na+].Br[CH2:52][C:53]([CH3:55])=[CH2:54]. Product: [CH2:1]([CH:8]1[CH2:12][O:11][C:10](=[O:13])[N:9]1[C:14](=[O:40])[CH:15]([C:16]1[CH:17]=[C:18]([C:30]2[CH:31]=[CH:32][C:33]([C:36]([F:38])([F:39])[F:37])=[CH:34][CH:35]=2)[CH:19]=[C:20]([O:22][CH2:23][C:24]2[CH:29]=[CH:28][CH:27]=[CH:26][CH:25]=2)[CH:21]=1)[CH2:54][C:53]([CH3:55])=[CH2:52])[C:2]1[CH:3]=[CH:4][CH:5]=[CH:6][CH:7]=1. The catalyst class is: 1. (8) Reactant: [O:1]=[C:2]1[NH:7][C:6]2[CH:8]=[C:9]([CH2:12][N:13]3[CH2:18][CH2:17][N:16]([C:19]4[CH:27]=[CH:26][C:22]([C:23](O)=[O:24])=[CH:21][N:20]=4)[CH2:15][CH2:14]3)[CH:10]=[N:11][C:5]=2[N:4]2[CH2:28][CH2:29][CH2:30][CH2:31][C@@H:3]12.[CH2:32]([N:34](C(C)C)C(C)C)C.Cl.CN. Product: [CH3:32][NH:34][C:23](=[O:24])[C:22]1[CH:26]=[CH:27][C:19]([N:16]2[CH2:15][CH2:14][N:13]([CH2:12][C:9]3[CH:10]=[N:11][C:5]4[N:4]5[CH2:28][CH2:29][CH2:30][CH2:31][C@H:3]5[C:2](=[O:1])[NH:7][C:6]=4[CH:8]=3)[CH2:18][CH2:17]2)=[N:20][CH:21]=1. The catalyst class is: 3. (9) Product: [CH2:18]([O:25][C:26]1[CH:31]=[CH:30][C:29]([C:32]2[CH:36]=[C:35]([NH:37][C:15]([NH:16][C:7](=[O:8])[C:6]3[CH:10]=[CH:11][C:3]([C:2]([F:13])([F:12])[F:1])=[CH:4][CH:5]=3)=[S:14])[NH:34][N:33]=2)=[C:28]([F:38])[CH:27]=1)[C:19]1[CH:20]=[CH:21][CH:22]=[CH:23][CH:24]=1. The catalyst class is: 10. Reactant: [F:1][C:2]([F:13])([F:12])[C:3]1[CH:11]=[CH:10][C:6]([C:7](Cl)=[O:8])=[CH:5][CH:4]=1.[S-:14][C:15]#[N:16].[K+].[CH2:18]([O:25][C:26]1[CH:31]=[CH:30][C:29]([C:32]2[CH:36]=[C:35]([NH2:37])[NH:34][N:33]=2)=[C:28]([F:38])[CH:27]=1)[C:19]1[CH:24]=[CH:23][CH:22]=[CH:21][CH:20]=1. (10) Reactant: [CH2:1]([N:3]1[C:7]2=[N:8][C:9]([CH2:48][CH3:49])=[C:10]([CH2:19][NH:20][C:21]([C:23]3[CH:28]=[CH:27][CH:26]=[C:25]([C:29]([NH:31][CH2:32][C:33]4[CH:34]=[C:35]([C:40]5[CH:45]=[CH:44][CH:43]=[C:42]([CH:46]=O)[CH:41]=5)[CH:36]=[CH:37][C:38]=4[CH3:39])=[O:30])[CH:24]=3)=[O:22])[C:11]([NH:12][CH:13]3[CH2:18][CH2:17][O:16][CH2:15][CH2:14]3)=[C:6]2[CH:5]=[N:4]1)[CH3:2].[N:50]1(C(OC(C)(C)C)=O)[CH2:56][CH2:55][CH2:54][NH:53][CH2:52][CH2:51]1.CC(O)=O.[BH-](OC(C)=O)(OC(C)=O)OC(C)=O.[Na+]. Product: [CH2:1]([N:3]1[C:7]2=[N:8][C:9]([CH2:48][CH3:49])=[C:10]([CH2:19][NH:20][C:21]([C:23]3[CH:28]=[CH:27][CH:26]=[C:25]([C:29]([NH:31][CH2:32][C:33]4[CH:34]=[C:35]([C:40]5[CH:45]=[CH:44][CH:43]=[C:42]([CH2:46][N:50]6[CH2:56][CH2:55][CH2:54][NH:53][CH2:52][CH2:51]6)[CH:41]=5)[CH:36]=[CH:37][C:38]=4[CH3:39])=[O:30])[CH:24]=3)=[O:22])[C:11]([NH:12][CH:13]3[CH2:18][CH2:17][O:16][CH2:15][CH2:14]3)=[C:6]2[CH:5]=[N:4]1)[CH3:2]. The catalyst class is: 2.